From a dataset of Full USPTO retrosynthesis dataset with 1.9M reactions from patents (1976-2016). Predict the reactants needed to synthesize the given product. Given the product [CH:16]1([NH:15][C:13](=[O:14])[CH2:12][NH:11][C:3]([C:5]2[CH:6]=[N:7][CH:8]=[CH:9][CH:10]=2)=[S:4])[CH2:18][CH2:17]1, predict the reactants needed to synthesize it. The reactants are: CS[C:3]([C:5]1[CH:6]=[N:7][CH:8]=[CH:9][CH:10]=1)=[S:4].[NH2:11][CH2:12][C:13]([NH:15][CH:16]1[CH2:18][CH2:17]1)=[O:14].C(N(CC)CC)C.